From a dataset of Forward reaction prediction with 1.9M reactions from USPTO patents (1976-2016). Predict the product of the given reaction. (1) Given the reactants CN(C)C(=N)N(C)C.[CH2:9]([O:16][C:17]1[CH:24]=[CH:23][C:20]([CH:21]=O)=[CH:19][CH:18]=1)[C:10]1[CH:15]=[CH:14][CH:13]=[CH:12][CH:11]=1.[Cl-].[CH2:26]([O:28][CH:29]([P+](C1C=CC=CC=1)(C1C=CC=CC=1)C1C=CC=CC=1)[C:30]([O:32][CH2:33][CH3:34])=[O:31])[CH3:27], predict the reaction product. The product is: [CH2:33]([O:32][C:30](=[O:31])[C:29]([O:28][CH2:26][CH3:27])=[CH:21][C:20]1[CH:23]=[CH:24][C:17]([O:16][CH2:9][C:10]2[CH:15]=[CH:14][CH:13]=[CH:12][CH:11]=2)=[CH:18][CH:19]=1)[CH3:34]. (2) Given the reactants [Br:1][C:2]1[CH:7]=[CH:6][CH:5]=[C:4]([Br:8])[C:3]=1[OH:9].C(=O)([O-])[O-].[K+].[K+].[C:16]([O:19][C@@H:20]1[C@@H:29]([O:30][C:31](=[O:33])[CH3:32])[C@H:28]([O:34][C:35](=[O:37])[CH3:36])[C@@H:27]([CH2:38][O:39][C:40](=[O:42])[CH3:41])[O:26][CH:21]1[O:22][CH2:23][CH2:24]Br)(=[O:18])[CH3:17], predict the reaction product. The product is: [C:16]([O:19][C@@H:20]1[C@@H:29]([O:30][C:31](=[O:33])[CH3:32])[C@H:28]([O:34][C:35](=[O:37])[CH3:36])[C@@H:27]([CH2:38][O:39][C:40](=[O:42])[CH3:41])[O:26][CH:21]1[O:22][CH2:23][CH2:24][O:9][C:3]1[C:2]([Br:1])=[CH:7][CH:6]=[CH:5][C:4]=1[Br:8])(=[O:18])[CH3:17]. (3) Given the reactants [CH2:1]([O:8][C:9]1[CH:14]=[CH:13][CH:12]=[CH:11][C:10]=1[C:15]1(C(N)=O)[CH2:18][CH2:17][CH2:16]1)[C:2]1[CH:7]=[CH:6][CH:5]=[CH:4][CH:3]=1.FC(F)(F)C(OI(C1C=CC=CC=1)OC(=O)C(F)(F)F)=O.C(#[N:45])C, predict the reaction product. The product is: [CH2:1]([O:8][C:9]1[CH:14]=[CH:13][CH:12]=[CH:11][C:10]=1[C:15]1([NH2:45])[CH2:18][CH2:17][CH2:16]1)[C:2]1[CH:7]=[CH:6][CH:5]=[CH:4][CH:3]=1. (4) The product is: [OH:3][NH:2][C:4](=[NH:5])[C:6]1[CH:15]=[CH:14][CH:13]=[C:12]2[C:7]=1[CH:8]=[CH:9][N:10]=[C:11]2[CH2:16][CH2:17][C:18]([O:20][C:21]([CH3:23])([CH3:22])[CH3:24])=[O:19]. Given the reactants Cl.[NH2:2][OH:3].[C:4]([C:6]1[CH:15]=[CH:14][CH:13]=[C:12]2[C:7]=1[CH:8]=[CH:9][N:10]=[C:11]2[CH2:16][CH2:17][C:18]([O:20][C:21]([CH3:24])([CH3:23])[CH3:22])=[O:19])#[N:5].C(=O)(O)[O-].[Na+], predict the reaction product. (5) The product is: [F:1][C:2]([F:28])([F:29])[C:3]1[CH:4]=[C:5]([NH:9][C:10]([C:12]2[CH:13]=[C:14]([C:18]3[CH:23]=[CH:22][C:21]([OH:24])=[CH:20][C:19]=3[OH:26])[CH:15]=[CH:16][CH:17]=2)=[O:11])[CH:6]=[CH:7][CH:8]=1. Given the reactants [F:1][C:2]([F:29])([F:28])[C:3]1[CH:4]=[C:5]([NH:9][C:10]([C:12]2[CH:13]=[C:14]([C:18]3[CH:23]=[CH:22][C:21]([O:24]C)=[CH:20][C:19]=3[O:26]C)[CH:15]=[CH:16][CH:17]=2)=[O:11])[CH:6]=[CH:7][CH:8]=1.B(Br)(Br)Br, predict the reaction product.